This data is from Forward reaction prediction with 1.9M reactions from USPTO patents (1976-2016). The task is: Predict the product of the given reaction. Given the reactants [F:1][C:2]1[CH:3]=[C:4]([CH:40]=[CH:41][CH:42]=1)[CH2:5][N:6]1[CH:10]=[C:9]([C:11]2[C:19]3[C:14](=[N:15][CH:16]=[C:17]([C:20]4[CH:25]=[CH:24][C:23]([NH:26][CH:27]5[CH2:32][CH2:31][N:30](C(OC(C)(C)C)=O)[CH2:29][CH2:28]5)=[CH:22][CH:21]=4)[CH:18]=3)[NH:13][CH:12]=2)[CH:8]=[N:7]1, predict the reaction product. The product is: [F:1][C:2]1[CH:3]=[C:4]([CH:40]=[CH:41][CH:42]=1)[CH2:5][N:6]1[CH:10]=[C:9]([C:11]2[C:19]3[C:14](=[N:15][CH:16]=[C:17]([C:20]4[CH:21]=[CH:22][C:23]([NH:26][CH:27]5[CH2:28][CH2:29][NH:30][CH2:31][CH2:32]5)=[CH:24][CH:25]=4)[CH:18]=3)[NH:13][CH:12]=2)[CH:8]=[N:7]1.